Dataset: NCI-60 drug combinations with 297,098 pairs across 59 cell lines. Task: Regression. Given two drug SMILES strings and cell line genomic features, predict the synergy score measuring deviation from expected non-interaction effect. (1) Drug 1: CN(CCCl)CCCl.Cl. Drug 2: COC1=C2C(=CC3=C1OC=C3)C=CC(=O)O2. Cell line: PC-3. Synergy scores: CSS=15.3, Synergy_ZIP=0.894, Synergy_Bliss=-0.722, Synergy_Loewe=-10.4, Synergy_HSA=-2.48. (2) Synergy scores: CSS=41.0, Synergy_ZIP=-2.19, Synergy_Bliss=-5.46, Synergy_Loewe=-18.2, Synergy_HSA=-5.30. Drug 1: C1CN(CCN1C(=O)CCBr)C(=O)CCBr. Drug 2: COC1=C2C(=CC3=C1OC=C3)C=CC(=O)O2. Cell line: CCRF-CEM.